Dataset: Full USPTO retrosynthesis dataset with 1.9M reactions from patents (1976-2016). Task: Predict the reactants needed to synthesize the given product. (1) Given the product [F:1][C:2]1[CH:7]=[CH:6][C:5]([C:8]#[C:9][CH2:10][CH2:11][C:12]#[CH:13])=[CH:4][CH:3]=1, predict the reactants needed to synthesize it. The reactants are: [F:1][C:2]1[CH:7]=[CH:6][C:5]([C:8]#[C:9][CH2:10][CH2:11][C:12]#[C:13][Si](C)(C)C)=[CH:4][CH:3]=1.[F-].C([N+](CCCC)(CCCC)CCCC)CCC. (2) The reactants are: [CH:1](O)=[O:2].[C:4]([O:8][C:9]([N:11]1[CH2:15][CH2:14][C:13]([NH2:54])([C:16](=[O:53])[NH:17][C:18]2[CH:19]=[C:20]3[C:24](=[CH:25][CH:26]=2)[N:23]([C:27]([C:40]2[CH:45]=[CH:44][CH:43]=[CH:42][CH:41]=2)([C:34]2[CH:39]=[CH:38][CH:37]=[CH:36][CH:35]=2)[C:28]2[CH:33]=[CH:32][CH:31]=[CH:30][CH:29]=2)[N:22]=[C:21]3[C:46]2[CH:51]=[CH:50][C:49]([F:52])=[CH:48][CH:47]=2)[CH2:12]1)=[O:10])([CH3:7])([CH3:6])[CH3:5].ClC1N=C(OC)N=C(OC)N=1.CN1CCOCC1. Given the product [C:4]([O:8][C:9]([N:11]1[CH2:15][CH2:14][C:13]([C:16](=[O:53])[NH:17][C:18]2[CH:19]=[C:20]3[C:24](=[CH:25][CH:26]=2)[N:23]([C:27]([C:28]2[CH:33]=[CH:32][CH:31]=[CH:30][CH:29]=2)([C:40]2[CH:41]=[CH:42][CH:43]=[CH:44][CH:45]=2)[C:34]2[CH:39]=[CH:38][CH:37]=[CH:36][CH:35]=2)[N:22]=[C:21]3[C:46]2[CH:51]=[CH:50][C:49]([F:52])=[CH:48][CH:47]=2)([NH:54][CH:1]=[O:2])[CH2:12]1)=[O:10])([CH3:7])([CH3:5])[CH3:6], predict the reactants needed to synthesize it. (3) The reactants are: [CH:1]([C:4]1[CH:5]=[CH:6][C:7]2[C:12]([NH:13][C:14]3[CH:15]=[C:16]([CH:20]=[CH:21][C:22]=3[S:23][C:24]3[CH:29]=[CH:28][C:27]([O:30][CH3:31])=[CH:26][CH:25]=3)[C:17](Cl)=[O:18])=[N:11][CH:10]=[N:9][C:8]=2[N:32]=1)([CH3:3])[CH3:2].[NH2:33][C:34]1[CH:39]=[CH:38][C:37]([CH3:40])=[CH:36][CH:35]=1.C(N(CC)CC)C. Given the product [CH:1]([C:4]1[CH:5]=[CH:6][C:7]2[C:12]([NH:13][C:14]3[CH:15]=[C:16]([CH:20]=[CH:21][C:22]=3[S:23][C:24]3[CH:29]=[CH:28][C:27]([O:30][CH3:31])=[CH:26][CH:25]=3)[C:17]([NH:33][C:34]3[CH:39]=[CH:38][C:37]([CH3:40])=[CH:36][CH:35]=3)=[O:18])=[N:11][CH:10]=[N:9][C:8]=2[N:32]=1)([CH3:3])[CH3:2], predict the reactants needed to synthesize it. (4) Given the product [C:28]1([C:19]2[CH:20]=[CH:21][CH:22]=[CH:23][CH:24]=2)[CH:29]=[CH:30][C:31]([C:6]([N:8]2[CH2:12][C:11](=[N:13][O:14][CH3:15])[CH2:10][C@H:9]2[C:16]([O:18][CH2:34][CH3:35])=[O:17])=[O:7])=[CH:32][CH:33]=1, predict the reactants needed to synthesize it. The reactants are: C(O[C:6]([N:8]1[CH2:12][C:11](=[N:13][O:14][CH3:15])[CH2:10][C@H:9]1[C:16]([OH:18])=[O:17])=[O:7])(C)(C)C.[C:19]1([C:28]2[CH:33]=[CH:32][CH:31]=[CH:30][CH:29]=2)[CH:24]=[CH:23][C:22](C(Cl)=O)=[CH:21][CH:20]=1.[CH2:34](O)[CH3:35].